Task: Predict the product of the given reaction.. Dataset: Forward reaction prediction with 1.9M reactions from USPTO patents (1976-2016) Given the reactants [C:1]1([CH:7]([C:21]2[CH:26]=[CH:25][CH:24]=[CH:23][CH:22]=2)[CH2:8][CH2:9][N:10]2[CH2:20][CH2:19][C:13]3([C:17](=O)[NH:16][CH2:15][CH2:14]3)[CH2:12][CH2:11]2)[CH:6]=[CH:5][CH:4]=[CH:3][CH:2]=1.[H-].[H-].[H-].[H-].[Li+].[Al+3].O.[OH-].[Na+], predict the reaction product. The product is: [C:21]1([CH:7]([C:1]2[CH:6]=[CH:5][CH:4]=[CH:3][CH:2]=2)[CH2:8][CH2:9][N:10]2[CH2:11][CH2:12][C:13]3([CH2:17][NH:16][CH2:15][CH2:14]3)[CH2:19][CH2:20]2)[CH:22]=[CH:23][CH:24]=[CH:25][CH:26]=1.